Dataset: Reaction yield outcomes from USPTO patents with 853,638 reactions. Task: Predict the reaction yield, written as a fraction of the theoretical maximum amount of product (1.0 means a 100% yield; for example, 0.34 means a 34% yield). (1) The reactants are [F:1][C:2]1[CH:20]=[C:19]([N+:21]([O-])=O)[CH:18]=[CH:17][C:3]=1[O:4][C:5]1[CH:10]=[CH:9][N:8]=[C:7]2[CH:11]=[C:12]([C:14](Cl)=[O:15])[S:13][C:6]=12.[CH2:24]([NH:28][CH2:29][CH:30]([CH3:32])[CH3:31])[CH:25]([CH3:27])[CH3:26].Cl.[C:34]1([CH2:40][C:41]([N:43]=[C:44]=[S:45])=[O:42])[CH:39]=[CH:38][CH:37]=[CH:36][CH:35]=1. The catalyst is C(Cl)Cl.C1COCC1.[Fe].CO. The product is [F:1][C:2]1[CH:20]=[C:19]([NH:21][C:44]([NH:43][C:41](=[O:42])[CH2:40][C:34]2[CH:35]=[CH:36][CH:37]=[CH:38][CH:39]=2)=[S:45])[CH:18]=[CH:17][C:3]=1[O:4][C:5]1[CH:10]=[CH:9][N:8]=[C:7]2[CH:11]=[C:12]([C:14]([N:28]([CH2:29][CH:30]([CH3:32])[CH3:31])[CH2:24][CH:25]([CH3:27])[CH3:26])=[O:15])[S:13][C:6]=12. The yield is 0.180. (2) The reactants are Br[C:2]1[CH:3]=[CH:4][C:5]2[O:14][CH2:13][CH2:12][N:11]3[C:7](=[N:8][C:9]([C:15]4[N:16]([CH:23]([CH3:25])[CH3:24])[N:17]=[C:18]([CH2:20][O:21][CH3:22])[N:19]=4)=[CH:10]3)[C:6]=2[CH:26]=1. The yield is 1.00. The product is [CH:23]([N:16]1[C:15]([C:9]2[N:8]=[C:7]3[C:6]4[CH:26]=[CH:2][CH:3]=[CH:4][C:5]=4[O:14][CH2:13][CH2:12][N:11]3[CH:10]=2)=[N:19][C:18]([CH2:20][O:21][CH3:22])=[N:17]1)([CH3:25])[CH3:24]. The catalyst is C(Cl)Cl. (3) The reactants are Cl[C:2]1[C:3]2[CH:14]=[C:13]([C:15]3[CH:20]=[CH:19][CH:18]=[CH:17][CH:16]=3)[CH:12]=[CH:11][C:4]=2[N:5]([CH3:10])[C:6](=[O:9])[CH2:7][N:8]=1.C(C1C=C(B(O)O)C=CC=1)=O.[Cl:32][C:33]1[CH:38]=[CH:37][C:36](B(O)O)=[CH:35][CH:34]=1. No catalyst specified. The product is [Cl:32][C:33]1[CH:38]=[CH:37][C:36]([C:2]2[C:3]3[CH:14]=[C:13]([C:15]4[CH:20]=[CH:19][CH:18]=[CH:17][CH:16]=4)[CH:12]=[CH:11][C:4]=3[N:5]([CH3:10])[C:6](=[O:9])[CH2:7][N:8]=2)=[CH:35][CH:34]=1. The yield is 0.350. (4) The reactants are [F:1][C:2]1[C:15]([F:16])=[CH:14][CH:13]=[CH:12][C:3]=1[O:4][C:5]1[CH:11]=[CH:10][C:8](N)=[CH:7][CH:6]=1.Cl.N([O-])=O.[Na+].NC(N)=O.[Na+].[I-:27]. The catalyst is O. The product is [F:16][C:15]1[CH:14]=[CH:13][CH:12]=[C:3]([O:4][C:5]2[CH:11]=[CH:10][C:8]([I:27])=[CH:7][CH:6]=2)[C:2]=1[F:1]. The yield is 0.790. (5) The reactants are [H-].[Al+3].[Li+].[H-].[H-].[H-].[NH2:7][C:8]1[CH:17]=[CH:16][C:15]([Br:18])=[CH:14][C:9]=1[C:10](OC)=[O:11].O.[OH-].[Na+]. The catalyst is C1COCC1. The product is [NH2:7][C:8]1[CH:17]=[CH:16][C:15]([Br:18])=[CH:14][C:9]=1[CH2:10][OH:11]. The yield is 0.590. (6) The reactants are [OH:1][C:2]1[C:3]([C:12]([OH:14])=O)=[CH:4][C:5]2[C:10]([CH:11]=1)=[CH:9][CH:8]=[CH:7][CH:6]=2.[CH3:15][Li]. No catalyst specified. The product is [OH:1][C:2]1[C:3]([C:12](=[O:14])[CH3:15])=[CH:4][C:5]2[C:10]([CH:11]=1)=[CH:9][CH:8]=[CH:7][CH:6]=2. The yield is 0.990.